Dataset: Forward reaction prediction with 1.9M reactions from USPTO patents (1976-2016). Task: Predict the product of the given reaction. (1) Given the reactants [CH3:1][S:2][C:3]1[CH:8]=[CH:7][C:6]([CH2:9][C:10]#[N:11])=[CH:5][CH:4]=1.Br[CH2:13][CH2:14][O:15][CH2:16][CH2:17]Br.[H-].[Na+].[I-].[K+], predict the reaction product. The product is: [CH3:1][S:2][C:3]1[CH:8]=[CH:7][C:6]([C:9]2([C:10]#[N:11])[CH2:17][CH2:16][O:15][CH2:14][CH2:13]2)=[CH:5][CH:4]=1. (2) Given the reactants C(O)(C(F)(F)F)=O.[S:8]1[CH:12]=[CH:11][C:10]([C@H:13]2[C@H:22]3[CH2:23][CH2:24][N:25]([C:26]([O:28]C(C)(C)C)=O)[C@H:21]3[C:20]3[CH:19]=[CH:18][CH:17]=[CH:16][C:15]=3[NH:14]2)=[CH:9]1.[OH-].[Na+].[C:35]([NH:43][C@@H:44]1[CH2:48][CH2:47][CH2:46][C@@H:45]1C(O)=O)(=[O:42])[C:36]1[CH:41]=[CH:40][CH:39]=[CH:38][CH:37]=1.C(N(CC)CC)C.CCOC(OC(OCC)=O)=O, predict the reaction product. The product is: [S:8]1[CH:12]=[CH:11][C:10]([C@H:13]2[C@H:22]3[CH2:23][CH2:24][N:25]([C:26]([C@H:45]4[CH2:46][CH2:47][CH2:48][C@H:44]4[NH:43][C:35](=[O:42])[C:36]4[CH:41]=[CH:40][CH:39]=[CH:38][CH:37]=4)=[O:28])[C@H:21]3[C:16]3[CH:17]=[CH:18][CH:19]=[CH:20][C:15]=3[NH:14]2)=[CH:9]1. (3) Given the reactants [F:1][C:2]([F:21])([F:20])[C:3]1[CH:4]=[C:5](OS(C2C=CC(C)=CC=2)(=O)=O)[CH:6]=[CH:7][CH:8]=1.[CH2:22]([C:27]1[CH:32]=[CH:31][CH:30]=[CH:29][CH:28]=1)[CH2:23][CH2:24][C:25]#[CH:26], predict the reaction product. The product is: [C:27]1([CH2:22][CH2:23][CH2:24][C:25]#[C:26][C:5]2[CH:6]=[CH:7][CH:8]=[C:3]([C:2]([F:1])([F:20])[F:21])[CH:4]=2)[CH:32]=[CH:31][CH:30]=[CH:29][CH:28]=1. (4) Given the reactants [CH3:1][O:2][C:3](=[O:13])[C:4]1[CH:9]=[CH:8][C:7]([NH2:10])=[C:6]([O:11][CH3:12])[CH:5]=1.[Br:14]Br, predict the reaction product. The product is: [CH3:1][O:2][C:3](=[O:13])[C:4]1[CH:5]=[C:6]([O:11][CH3:12])[C:7]([NH2:10])=[C:8]([Br:14])[CH:9]=1. (5) Given the reactants C[O:2][C:3]([C:5]1[S:6][C:7]2[CH:8]([N:25]3[CH2:30][CH2:29][O:28][CH2:27][CH2:26]3)[CH2:9][O:10][C:11]3[CH:18]=[CH:17][C:16]([C:19]#[C:20][C:21]([OH:24])([CH3:23])[CH3:22])=[CH:15][C:12]=3[C:13]=2[N:14]=1)=O.CO.[NH3:33], predict the reaction product. The product is: [OH:24][C:21]([CH3:22])([CH3:23])[C:20]#[C:19][C:16]1[CH:17]=[CH:18][C:11]2[O:10][CH2:9][CH:8]([N:25]3[CH2:30][CH2:29][O:28][CH2:27][CH2:26]3)[C:7]3[S:6][C:5]([C:3]([NH2:33])=[O:2])=[N:14][C:13]=3[C:12]=2[CH:15]=1. (6) Given the reactants C([O:8][C:9]1[C:14]2[C:15]([O:18][CH2:19][CH2:20][CH:21]3[CH2:26][CH2:25][N:24]([CH2:27][C:28]4([C:34]([O:36][CH3:37])=[O:35])[CH2:33][CH2:32][O:31][CH2:30][CH2:29]4)[CH2:23][CH2:22]3)=[N:16][O:17][C:13]=2[CH:12]=[CH:11][CH:10]=1)C1C=CC=CC=1, predict the reaction product. The product is: [OH:8][C:9]1[C:14]2[C:15]([O:18][CH2:19][CH2:20][CH:21]3[CH2:26][CH2:25][N:24]([CH2:27][C:28]4([C:34]([O:36][CH3:37])=[O:35])[CH2:33][CH2:32][O:31][CH2:30][CH2:29]4)[CH2:23][CH2:22]3)=[N:16][O:17][C:13]=2[CH:12]=[CH:11][CH:10]=1. (7) The product is: [F:18][C:12]1[CH:13]=[CH:14][CH:15]=[C:16]([F:17])[C:11]=1[C:8]1[N:6]2[N:7]=[C:2]([O:31][CH2:30][C:29]3[N:25]([CH2:23][CH3:24])[N:26]=[CH:27][N:28]=3)[C:3]([C:19]([CH3:22])([CH3:21])[CH3:20])=[CH:4][C:5]2=[N:10][N:9]=1. Given the reactants Cl[C:2]1[C:3]([C:19]([CH3:22])([CH3:21])[CH3:20])=[CH:4][C:5]2[N:6]([C:8]([C:11]3[C:16]([F:17])=[CH:15][CH:14]=[CH:13][C:12]=3[F:18])=[N:9][N:10]=2)[N:7]=1.[CH2:23]([N:25]1[C:29]([CH2:30][OH:31])=[N:28][CH:27]=[N:26]1)[CH3:24].[H-].[Na+], predict the reaction product.